From a dataset of Drug-target binding data from BindingDB using IC50 measurements. Regression. Given a target protein amino acid sequence and a drug SMILES string, predict the binding affinity score between them. We predict pIC50 (pIC50 = -log10(IC50 in M); higher means more potent). Dataset: bindingdb_ic50. (1) The small molecule is CSc1nn2c(=O)cc(N3CCOCC3)nc2n1Cc1cccc(C(F)(F)F)c1C. The target protein (O00329) has sequence MPPGVDCPMEFWTKEENQSVVVDFLLPTGVYLNFPVSRNANLSTIKQLLWHRAQYEPLFHMLSGPEAYVFTCINQTAEQQELEDEQRRLCDVQPFLPVLRLVAREGDRVKKLINSQISLLIGKGLHEFDSLCDPEVNDFRAKMCQFCEEAAARRQQLGWEAWLQYSFPLQLEPSAQTWGPGTLRLPNRALLVNVKFEGSEESFTFQVSTKDVPLALMACALRKKATVFRQPLVEQPEDYTLQVNGRHEYLYGSYPLCQFQYICSCLHSGLTPHLTMVHSSSILAMRDEQSNPAPQVQKPRAKPPPIPAKKPSSVSLWSLEQPFRIELIQGSKVNADERMKLVVQAGLFHGNEMLCKTVSSSEVSVCSEPVWKQRLEFDINICDLPRMARLCFALYAVIEKAKKARSTKKKSKKADCPIAWANLMLFDYKDQLKTGERCLYMWPSVPDEKGELLNPTGTVRSNPNTDSAAALLICLPEVAPHPVYYPALEKILELGRHSEC.... The pIC50 is 7.6. (2) The drug is CC(=O)N[C@@H]1[C@@H](NC(=N)N)C=C(C(=O)O)O[C@H]1[C@H](O)[C@H](O)CNC(=O)C1CC1.O=C(O)C(F)(F)F. The target protein (Q9Y3R4) has sequence MASLPVLQKESVFQSGAHAYRIPALLYLPGQQSLLAFAEQRASKKDEHAELIVLRRGDYDAPTHQVQWQAQEVVAQARLDGHRSMNPCPLYDAQTGTLFLFFIAIPGQVTEQQQLQTRANVTRLCQVTSTDHGRTWSSPRDLTDAAIGPAYREWSTFAVGPGHCLQLHDRARSLVVPAYAYRKLHPIQRPIPSAFCFLSHDHGRTWARGHFVAQDTLECQVAEVETGEQRVVTLNARSHLRARVQAQSTNDGLDFQESQLVKKLVEPPPQGCQGSVISFPSPRSGPGSPAQWLLYTHPTHSWQRADLGAYLNPRPPAPEAWSEPVLLAKGSCAYSDLQSMGTGPDGSPLFGCLYEANDYEEIVFLMFTLKQAFPAEYLPQ. The pIC50 is 3.0. (3) The compound is O=C(O)c1cn(C2CC2)c2cc(N3CCNCC3)c(F)cc2c1=O. The target protein (O15439) has sequence MLPVYQEVKPNPLQDANLCSRVFFWWLNPLFKIGHKRRLEEDDMYSVLPEDRSQHLGEELQGFWDKEVLRAENDAQKPSLTRAIIKCYWKSYLVLGIFTLIEESAKVIQPIFLGKIINYFENYDPMDSVALNTAYAYATVLTFCTLILAILHHLYFYHVQCAGMRLRVAMCHMIYRKALRLSNMAMGKTTTGQIVNLLSNDVNKFDQVTVFLHFLWAGPLQAIAVTALLWMEIGISCLAGMAVLIILLPLQSCFGKLFSSLRSKTATFTDARIRTMNEVITGIRIIKMYAWEKSFSNLITNLRKKEISKILRSSCLRGMNLASFFSASKIIVFVTFTTYVLLGSVITASRVFVAVTLYGAVRLTVTLFFPSAIERVSEAIVSIRRIQTFLLLDEISQRNRQLPSDGKKMVHVQDFTAFWDKASETPTLQGLSFTVRPGELLAVVGPVGAGKSSLLSAVLGELAPSHGLVSVHGRIAYVSQQPWVFSGTLRSNILFGKKYE.... The pIC50 is 3.9. (4) The drug is C[C@H]1c2c([nH]c3ccc(C(F)(F)F)cc23)C[C@H]2CCN(CCC3(C(=O)O)CCCCC3)C[C@@H]21. The pIC50 is 9.2. The target protein sequence is MSVGAGKEGVGRAVGLRGSRGCQAVEEDPFLDCGAQAPGQGGGGRWRLPQPAWVDGRALHSREQATCTGCMDLQASLLSTGPNASNISDGQDNFTLAGPPPRTRSVSYINIIMPSVFGTICLLGIVGNSTVIFAVVKKSKLHWCSNVPDIFIINLSVVDLLFLLGMPFMIHQLMGNGVWHFGETMCTLITAMDANSQFTSTYILTAMAIDRYLATVHPISSTKFRKPSMATLVICLLWALSFISITPVWLYARLIPFPGGAVGCGIRLPNPDTDLYWFTLYQFFLAFALPFVVITAAYVKILQRMTSSVAPASQRSIRLRTKRVTRTAIAICLVFFVCWAPYYVLQLTQLSISRPTLTFVYLYNAAISLGYANSCLNPFVYIVLCETFRKRLVLSVKPAAQGQLRTVSNAQTADEERTESKGT.